Dataset: Full USPTO retrosynthesis dataset with 1.9M reactions from patents (1976-2016). Task: Predict the reactants needed to synthesize the given product. (1) Given the product [Cl:15][C:2]1[N:9]=[C:8]([C:10]([F:13])([F:12])[F:11])[CH:7]=[CH:6][C:3]=1[C:4]#[N:5], predict the reactants needed to synthesize it. The reactants are: O[C:2]1[N:9]=[C:8]([C:10]([F:13])([F:12])[F:11])[CH:7]=[CH:6][C:3]=1[C:4]#[N:5].P(Cl)(Cl)(Cl)(Cl)[Cl:15]. (2) Given the product [F:22][C:2]([F:1])([F:21])[O:3][C:4]1[CH:5]=[C:6]([C:10]2[CH:15]=[CH:14][N:13]=[C:12]([CH2:16][C:17]([O-:19])=[O:18])[CH:11]=2)[CH:7]=[CH:8][CH:9]=1.[Li+:23], predict the reactants needed to synthesize it. The reactants are: [F:1][C:2]([F:22])([F:21])[O:3][C:4]1[CH:5]=[C:6]([C:10]2[CH:15]=[CH:14][N:13]=[C:12]([CH2:16][C:17]([O:19]C)=[O:18])[CH:11]=2)[CH:7]=[CH:8][CH:9]=1.[Li+:23].[OH-]. (3) Given the product [CH2:9]([N:2]1[CH2:4][CH2:3][CH:3]([CH3:4])[CH:9]([NH:2][CH3:1])[CH2:1]1)[C:8]1[CH:11]=[CH:7][CH:8]=[CH:11][CH:7]=1, predict the reactants needed to synthesize it. The reactants are: [CH3:1][NH2:2].[C:3](O)(=O)[CH3:4].[CH2:7]1[CH2:11]O[CH2:9][CH2:8]1. (4) Given the product [CH3:1][N:2]1[CH2:8][CH2:7][CH2:6][N:5]([CH2:9][CH2:10][CH2:11][CH2:12][OH:13])[CH2:4][CH2:3]1, predict the reactants needed to synthesize it. The reactants are: [CH3:1][N:2]1[CH2:8][CH2:7][CH2:6][N:5]([CH2:9][CH2:10][CH2:11][CH2:12][O:13]C2C=C(C=CN=2)C#N)[CH2:4][CH2:3]1.CN1CCCNCC1.ClCCCCO.C([O-])([O-])=O.[K+].[K+].[Na+].[I-]. (5) Given the product [F:1][C:2]1[CH:3]=[CH:4][C:5]([CH2:6][N:7]2[C:15]3[C:10](=[N:11][CH:12]=[CH:13][CH:14]=3)[C:9]([C:16]([NH:51][CH:48]3[CH2:49][CH2:50][O:45][CH2:46][CH2:47]3)=[O:18])=[CH:8]2)=[CH:19][CH:20]=1, predict the reactants needed to synthesize it. The reactants are: [F:1][C:2]1[CH:20]=[CH:19][C:5]([CH2:6][N:7]2[C:15]3[C:10](=[N:11][CH:12]=[CH:13][CH:14]=3)[C:9]([C:16]([OH:18])=O)=[CH:8]2)=[CH:4][CH:3]=1.CN(C(ON1N=NC2C=CC=NC1=2)=[N+](C)C)C.F[P-](F)(F)(F)(F)F.[O:45]1[CH2:50][CH2:49][CH:48]([NH2:51])[CH2:47][CH2:46]1.CCOC(C)=O. (6) Given the product [Cl:19][C:20]1[CH:28]=[CH:27][C:23]([C:24]([NH:18][CH:16]([C@H:13]2[CH2:12][CH2:11][C@H:10]([C:6]3[N:5]4[N:1]=[CH:2][CH:3]=[C:4]4[N:9]=[CH:8][CH:7]=3)[CH2:15][CH2:14]2)[CH3:17])=[O:25])=[CH:22][CH:21]=1, predict the reactants needed to synthesize it. The reactants are: [N:1]1[N:5]2[C:6]([CH:10]3[CH2:15][CH2:14][CH:13]([CH:16]([NH2:18])[CH3:17])[CH2:12][CH2:11]3)=[CH:7][CH:8]=[N:9][C:4]2=[CH:3][CH:2]=1.[Cl:19][C:20]1[CH:28]=[CH:27][C:23]([C:24](O)=[O:25])=[CH:22][CH:21]=1.Cl.CN(C)CCCN=C=NCC.OC1C2N=NNC=2C=CC=1.CCN(C(C)C)C(C)C. (7) Given the product [CH2:14]([O:16][C:17](=[O:21])[C@H:18]([CH3:20])[NH:19][C:17](=[O:16])[C@H:18]([CH3:20])[NH:19][C:10](=[O:12])[CH2:9][C:4]1[CH:5]=[C:6]([F:8])[CH:7]=[C:2]([F:1])[CH:3]=1)[CH3:15], predict the reactants needed to synthesize it. The reactants are: [F:1][C:2]1[CH:3]=[C:4]([CH2:9][C:10]([OH:12])=O)[CH:5]=[C:6]([F:8])[CH:7]=1.Cl.[CH2:14]([O:16][C:17](=[O:21])[C@H:18]([CH3:20])[NH2:19])[CH3:15]. (8) Given the product [CH2:1]([O:4][C@H:5]1[C:13]2[C:8](=[CH:9][C:10]([O:14][CH3:15])=[CH:11][CH:12]=2)[C@@H:7]([NH:16][CH2:17][C@@H:18]([OH:40])[C@@H:19]([NH2:29])[CH2:20][C:21]2[CH:22]=[C:23]([F:28])[CH:24]=[C:25]([F:27])[CH:26]=2)[CH2:6]1)[CH:2]=[CH2:3], predict the reactants needed to synthesize it. The reactants are: [CH2:1]([O:4][C@H:5]1[C:13]2[C:8](=[CH:9][C:10]([O:14][CH3:15])=[CH:11][CH:12]=2)[C@@H:7]([NH:16][CH2:17][C@@H:18]([OH:40])[C@@H:19]([NH:29]C(=O)OCC2C=CC=CC=2)[CH2:20][C:21]2[CH:26]=[C:25]([F:27])[CH:24]=[C:23]([F:28])[CH:22]=2)[CH2:6]1)[CH:2]=[CH2:3]. (9) Given the product [NH2:1][C:2]1[C:3]([C:25]#[N:26])=[C:4]([NH:8][C@H:9]([C:11]2[C:20]([C:21]([N:27]3[CH2:31][CH2:30][CH2:29][CH2:28]3)=[O:23])=[CH:19][C:18]3[C:13](=[C:14]([F:24])[CH:15]=[CH:16][CH:17]=3)[N:12]=2)[CH3:10])[N:5]=[CH:6][N:7]=1, predict the reactants needed to synthesize it. The reactants are: [NH2:1][C:2]1[N:7]=[CH:6][N:5]=[C:4]([NH:8][C@H:9]([C:11]2[C:20]([C:21]([OH:23])=O)=[CH:19][C:18]3[C:13](=[C:14]([F:24])[CH:15]=[CH:16][CH:17]=3)[N:12]=2)[CH3:10])[C:3]=1[C:25]#[N:26].[NH:27]1[CH2:31][CH2:30][CH2:29][CH2:28]1.CCN(C(C)C)C(C)C.F[P-](F)(F)(F)(F)F.N1(O[P+](N2CCCC2)(N2CCCC2)N2CCCC2)C2C=CC=CC=2N=N1. (10) Given the product [F:19][C:20]1[CH:21]=[CH:22][C:23]([N:26]2[CH:30]=[CH:29][C:28]([O:31][CH2:2][C:3]3[C:8]([CH:9]4[CH2:11][CH2:10]4)=[CH:7][CH:6]=[CH:5][C:4]=3[N:12]3[C:16](=[O:17])[N:15]([CH3:18])[N:14]=[N:13]3)=[N:27]2)=[CH:24][CH:25]=1, predict the reactants needed to synthesize it. The reactants are: Br[CH2:2][C:3]1[C:8]([CH:9]2[CH2:11][CH2:10]2)=[CH:7][CH:6]=[CH:5][C:4]=1[N:12]1[C:16](=[O:17])[N:15]([CH3:18])[N:14]=[N:13]1.[F:19][C:20]1[CH:25]=[CH:24][C:23]([N:26]2[CH:30]=[CH:29][C:28]([OH:31])=[N:27]2)=[CH:22][CH:21]=1.C(=O)([O-])[O-].[K+].[K+].C(#N)C.